From a dataset of Catalyst prediction with 721,799 reactions and 888 catalyst types from USPTO. Predict which catalyst facilitates the given reaction. (1) Reactant: [Cl:1][C:2]1[C:3]([C:12]2[O:13][CH:14]=[CH:15][CH:16]=2)=[N:4][C:5]([NH2:11])=[N:6][C:7]=1S(C)=O.[C:17]1([CH2:23][CH2:24][CH2:25][NH2:26])[CH:22]=[CH:21][CH:20]=[CH:19][CH:18]=1. Product: [Cl:1][C:2]1[C:7]([NH:26][CH2:25][CH2:24][CH2:23][C:17]2[CH:22]=[CH:21][CH:20]=[CH:19][CH:18]=2)=[N:6][C:5]([NH2:11])=[N:4][C:3]=1[C:12]1[O:13][CH:14]=[CH:15][CH:16]=1. The catalyst class is: 12. (2) Reactant: [CH3:1][O:2][C:3](=[O:19])[C:4]1[CH:9]=[CH:8][C:7]([NH:10][CH2:11][C:12]2[S:16][CH:15]=[N:14][CH:13]=2)=[CH:6][C:5]=1[O:17][CH3:18].Br[C:21]1[CH:33]=[CH:32][C:24]([C:25]([O:27][C:28]([CH3:31])([CH3:30])[CH3:29])=[O:26])=[CH:23][CH:22]=1.[OH-].[Na+].C(P(C(C)(C)C)C(C)(C)C)(C)(C)C. Product: [CH3:1][O:2][C:3](=[O:19])[C:4]1[CH:9]=[CH:8][C:7]([N:10]([C:21]2[CH:33]=[CH:32][C:24]([C:25]([O:27][C:28]([CH3:31])([CH3:30])[CH3:29])=[O:26])=[CH:23][CH:22]=2)[CH2:11][C:12]2[S:16][CH:15]=[N:14][CH:13]=2)=[CH:6][C:5]=1[O:17][CH3:18]. The catalyst class is: 110. (3) Reactant: [CH3:1][N:2]([CH2:13][C:14]1[N:18]([CH2:19][C:20]([O:22]C)=[O:21])[C:17]2[CH:24]=[CH:25][CH:26]=[CH:27][C:16]=2[N:15]=1)[CH:3]1[C:12]2[N:11]=[CH:10][CH:9]=[CH:8][C:7]=2[CH2:6][CH2:5][CH2:4]1.[Li+].[OH-].Cl. Product: [CH3:1][N:2]([CH2:13][C:14]1[N:18]([CH2:19][C:20]([OH:22])=[O:21])[C:17]2[CH:24]=[CH:25][CH:26]=[CH:27][C:16]=2[N:15]=1)[CH:3]1[C:12]2[N:11]=[CH:10][CH:9]=[CH:8][C:7]=2[CH2:6][CH2:5][CH2:4]1. The catalyst class is: 24. (4) Reactant: C(N(CC)CC)C.[NH2:8][CH2:9][CH2:10][CH:11]([O:15][CH2:16][CH3:17])[O:12][CH2:13][CH3:14].[C:18](O[C:18]([O:20][C:21]([CH3:24])([CH3:23])[CH3:22])=[O:19])([O:20][C:21]([CH3:24])([CH3:23])[CH3:22])=[O:19]. Product: [CH2:13]([O:12][CH:11]([O:15][CH2:16][CH3:17])[CH2:10][CH2:9][NH:8][C:18](=[O:19])[O:20][C:21]([CH3:24])([CH3:23])[CH3:22])[CH3:14]. The catalyst class is: 54. (5) Reactant: Cl.[NH2:2][CH2:3][C:4]([C:6]1[CH:11]=[CH:10][CH:9]=[CH:8][CH:7]=1)=[O:5].[C:12](O[C:12]([O:14][C:15]([CH3:18])([CH3:17])[CH3:16])=[O:13])([O:14][C:15]([CH3:18])([CH3:17])[CH3:16])=[O:13].C(=O)([O-])[O-].[K+].[K+]. Product: [C:15]([O:14][C:12]([NH:2][CH2:3][C:4]([C:6]1[CH:11]=[CH:10][CH:9]=[CH:8][CH:7]=1)=[O:5])=[O:13])([CH3:18])([CH3:17])[CH3:16]. The catalyst class is: 69. (6) Reactant: [Br:1][C:2]1[CH:3]=[C:4]([C:21]([NH:23][NH:24][C:25](=[O:35])[CH2:26][N:27]2[CH2:32][C@H:31]([CH3:33])[O:30][C@H:29]([CH3:34])[CH2:28]2)=O)[C:5]2[CH:6]=[N:7][N:8]([S:11]([C:14]3[CH:19]=[CH:18][C:17]([CH3:20])=[CH:16][CH:15]=3)(=[O:13])=[O:12])[C:9]=2[CH:10]=1.O=P12OP3(OP(OP(O3)(O1)=O)(=O)O2)=O.[OH-].C([NH+](CC)CC)C. Product: [Br:1][C:2]1[CH:10]=[C:9]2[C:5]([CH:6]=[N:7][N:8]2[S:11]([C:14]2[CH:19]=[CH:18][C:17]([CH3:20])=[CH:16][CH:15]=2)(=[O:12])=[O:13])=[C:4]([C:21]2[O:35][C:25]([CH2:26][N:27]3[CH2:32][C@H:31]([CH3:33])[O:30][C@H:29]([CH3:34])[CH2:28]3)=[N:24][N:23]=2)[CH:3]=1. The catalyst class is: 7. (7) Reactant: [Br:1][C:2]1[CH:11]=[CH:10][C:5]([C:6]([O:8]C)=O)=[C:4]([CH2:12]Br)[CH:3]=1.Cl.[CH3:15][O:16][C:17](=[O:23])[C@@H:18]([CH:20]([CH3:22])[CH3:21])[NH2:19].C(N(CC)CC)C. Product: [Br:1][C:2]1[CH:3]=[C:4]2[C:5](=[CH:10][CH:11]=1)[C:6](=[O:8])[N:19]([C@H:18]([CH:20]([CH3:22])[CH3:21])[C:17]([O:16][CH3:15])=[O:23])[CH2:12]2. The catalyst class is: 133. (8) Reactant: Br[CH2:2][CH2:3][C:4]1[C:12]2[C:7](=[CH:8][CH:9]=[CH:10][CH:11]=2)[NH:6][CH:5]=1.[NH:13]1[CH:17]=[N:16][CH:15]=[N:14]1. Product: [N:13]1([CH2:2][CH2:3][C:4]2[C:12]3[C:7](=[CH:8][CH:9]=[CH:10][CH:11]=3)[NH:6][CH:5]=2)[CH:17]=[N:16][CH:15]=[N:14]1. The catalyst class is: 12. (9) Product: [CH3:20][O:19][C:12]1[CH:11]=[C:10]([CH:8]2[CH2:4][O:9]2)[C:17]([CH3:18])=[CH:16][C:13]=1[C:14]#[N:15]. The catalyst class is: 774. Reactant: [H-].[Na+].[I-].[CH3:4][S+](C)C.[CH:8]([C:10]1[C:17]([CH3:18])=[CH:16][C:13]([C:14]#[N:15])=[C:12]([O:19][CH3:20])[CH:11]=1)=[O:9].